Dataset: Catalyst prediction with 721,799 reactions and 888 catalyst types from USPTO. Task: Predict which catalyst facilitates the given reaction. (1) Product: [F:31][CH:29]([F:30])[O:28][C:25]1[CH:26]=[CH:27][C:22]([C:19]2[CH:20]=[N:21][C:16]([NH:15][C:11]3[CH:10]=[C:9]([CH:14]=[CH:13][CH:12]=3)[O:8][CH2:7][CH2:6][N:32]3[CH2:37][CH2:36][CH:35]([C:38]([O:40][CH2:41][CH3:42])=[O:39])[CH2:34][CH2:33]3)=[N:17][CH:18]=2)=[CH:23][CH:24]=1. Reactant: CS(O[CH2:6][CH2:7][O:8][C:9]1[CH:14]=[CH:13][CH:12]=[C:11]([NH:15][C:16]2[N:21]=[CH:20][C:19]([C:22]3[CH:27]=[CH:26][C:25]([O:28][CH:29]([F:31])[F:30])=[CH:24][CH:23]=3)=[CH:18][N:17]=2)[CH:10]=1)(=O)=O.[NH:32]1[CH2:37][CH2:36][CH:35]([C:38]([O:40][CH2:41][CH3:42])=[O:39])[CH2:34][CH2:33]1. The catalyst class is: 3. (2) Reactant: [C:1]([C:3]1[CH:8]=[CH:7][C:6]([C@@H:9]2[C:14]([C:15]([O:17]CC=C)=[O:16])=[C:13]([CH3:21])[N:12]([C:22]3[CH:27]=[CH:26][CH:25]=[C:24]([C:28]([F:31])([F:30])[F:29])[CH:23]=3)[C:11](=[O:32])[N:10]2[S:33]([CH3:36])(=[O:35])=[O:34])=[C:5]([S:37]([CH3:40])(=[O:39])=[O:38])[CH:4]=1)#[N:2].N1CCOCC1. Product: [C:1]([C:3]1[CH:8]=[CH:7][C:6]([C@@H:9]2[C:14]([C:15]([OH:17])=[O:16])=[C:13]([CH3:21])[N:12]([C:22]3[CH:27]=[CH:26][CH:25]=[C:24]([C:28]([F:30])([F:31])[F:29])[CH:23]=3)[C:11](=[O:32])[N:10]2[S:33]([CH3:36])(=[O:34])=[O:35])=[C:5]([S:37]([CH3:40])(=[O:38])=[O:39])[CH:4]=1)#[N:2]. The catalyst class is: 176. (3) Reactant: [S:1]1[CH:5]=[CH:4][CH:3]=[C:2]1[C:6]1[CH:11]=[C:10]([C:12]([N:14]2[CH2:18][CH2:17][CH2:16][CH2:15]2)=[O:13])[CH:9]=[CH:8][N:7]=1.[Br:19]N1C(=O)CCC1=O. Product: [Br:19][C:5]1[S:1][C:2]([C:6]2[CH:11]=[C:10]([C:12]([N:14]3[CH2:15][CH2:16][CH2:17][CH2:18]3)=[O:13])[CH:9]=[CH:8][N:7]=2)=[CH:3][CH:4]=1. The catalyst class is: 695. (4) Reactant: [Cl:1][C:2]1[C:7]2=[N:8][C:9]([OH:13])=[C:10]([CH3:12])[N:11]=[C:6]2[CH:5]=[CH:4][N:3]=1.CCN(C(C)C)C(C)C.[CH3:23][S:24](Cl)(=[O:26])=[O:25]. Product: [CH3:23][S:24]([O:13][C:9]1[N:8]=[C:7]2[C:2]([Cl:1])=[N:3][CH:4]=[CH:5][C:6]2=[N:11][C:10]=1[CH3:12])(=[O:26])=[O:25]. The catalyst class is: 2. (5) Reactant: C(N(CC)CC)C.Cl.[Cl:9][C:10]1[CH:11]=[C:12]2[C:16](=[CH:17][CH:18]=1)[NH:15][CH:14]=[C:13]2[CH2:19][CH2:20][NH2:21].[I:22][C:23]1[CH:31]=[CH:30][C:26]([C:27](Cl)=[O:28])=[CH:25][CH:24]=1. Product: [Cl:9][C:10]1[CH:11]=[C:12]2[C:16](=[CH:17][CH:18]=1)[NH:15][CH:14]=[C:13]2[CH2:19][CH2:20][NH:21][C:27](=[O:28])[C:26]1[CH:30]=[CH:31][C:23]([I:22])=[CH:24][CH:25]=1. The catalyst class is: 4. (6) Reactant: [Si:1]([O:8][CH2:9][C@@H:10]1[CH2:14][N:13]([C@@H:15]([C:17]2[CH:22]=[CH:21][CH:20]=[CH:19][CH:18]=2)[CH3:16])[C:12](=[O:23])[CH2:11]1)([C:4]([CH3:7])([CH3:6])[CH3:5])([CH3:3])[CH3:2].[CH2:24](Br)[CH:25]=[CH2:26].C[Si](C)(C)[N-][Si](C)(C)C.[Li+]. Product: [CH2:26]([C@H:11]1[C@H:10]([CH2:9][O:8][Si:1]([C:4]([CH3:7])([CH3:5])[CH3:6])([CH3:3])[CH3:2])[CH2:14][N:13]([C@@H:15]([C:17]2[CH:18]=[CH:19][CH:20]=[CH:21][CH:22]=2)[CH3:16])[C:12]1=[O:23])[CH:25]=[CH2:24]. The catalyst class is: 7. (7) Reactant: [H-].[Al+3].[Li+].[H-].[H-].[H-].[CH2:7]([N:14]1[CH2:32][CH2:31][C:17]2([C:21](=O)[NH:20][C:19](=O)[CH:18]2[C:24]2[CH:29]=[CH:28][C:27]([F:30])=[CH:26][CH:25]=2)[CH2:16][CH2:15]1)[C:8]1[CH:13]=[CH:12][CH:11]=[CH:10][CH:9]=1.O. Product: [CH2:7]([N:14]1[CH2:15][CH2:16][C:17]2([CH2:21][NH:20][CH2:19][CH:18]2[C:24]2[CH:25]=[CH:26][C:27]([F:30])=[CH:28][CH:29]=2)[CH2:31][CH2:32]1)[C:8]1[CH:9]=[CH:10][CH:11]=[CH:12][CH:13]=1. The catalyst class is: 7. (8) Product: [Br:14][C:4]1[CH:5]=[N:1][N:2]2[CH2:8][CH2:7][CH2:6][C:3]=12. The catalyst class is: 15. Reactant: [N:1]1[N:2]2[CH2:8][CH2:7][CH2:6][C:3]2=[CH:4][CH:5]=1.C([O-])(=O)C.[Na+].[Br:14]Br.C(=O)(O)[O-].[Na+]. (9) Reactant: [Cl:1][C:2]1[N:10]=[C:9]([Cl:11])[C:8]([F:12])=[CH:7][C:3]=1[C:4]([OH:6])=[O:5].S(Cl)(Cl)=O.[CH3:17]O. Product: [Cl:1][C:2]1[N:10]=[C:9]([Cl:11])[C:8]([F:12])=[CH:7][C:3]=1[C:4]([O:6][CH3:17])=[O:5]. The catalyst class is: 3.